Dataset: Forward reaction prediction with 1.9M reactions from USPTO patents (1976-2016). Task: Predict the product of the given reaction. Given the reactants [CH:1]1([S:4]([N:7]2[CH2:12][CH2:11][N:10]([C:13]([C:15]3[NH:16][C:17]4[C:22]([CH:23]=3)=[CH:21][C:20]([C:24]([N:26]3[CH2:31][CH2:30][N:29]([CH:32]([CH3:34])[CH3:33])[CH2:28][CH2:27]3)=[O:25])=[CH:19][CH:18]=4)=[O:14])[CH2:9][CH2:8]2)(=[O:6])=[O:5])[CH2:3][CH2:2]1.[Cl:35][C:36]1[CH:37]=[C:38](B(O)O)[CH:39]=[CH:40][CH:41]=1, predict the reaction product. The product is: [Cl:35][C:36]1[CH:41]=[C:40]([N:16]2[C:17]3[C:22](=[CH:21][C:20]([C:24]([N:26]4[CH2:27][CH2:28][N:29]([CH:32]([CH3:34])[CH3:33])[CH2:30][CH2:31]4)=[O:25])=[CH:19][CH:18]=3)[CH:23]=[C:15]2[C:13]([N:10]2[CH2:9][CH2:8][N:7]([S:4]([CH:1]3[CH2:2][CH2:3]3)(=[O:5])=[O:6])[CH2:12][CH2:11]2)=[O:14])[CH:39]=[CH:38][CH:37]=1.